From a dataset of Cav3 T-type calcium channel HTS with 100,875 compounds. Binary Classification. Given a drug SMILES string, predict its activity (active/inactive) in a high-throughput screening assay against a specified biological target. (1) The compound is Brc1ccc(OC(=O)CSc2oc(nn2)c2c(Cl)cccc2)cc1. The result is 0 (inactive). (2) The compound is S(c1ccc(Nc2c(C(=O)N3C(CCCC3C)C)cccc2)cc1)C(F)F. The result is 0 (inactive).